From a dataset of Catalyst prediction with 721,799 reactions and 888 catalyst types from USPTO. Predict which catalyst facilitates the given reaction. (1) Reactant: C[O:2][C:3](=[O:37])[CH2:4][CH2:5][C:6]1[CH:11]=[CH:10][C:9]([O:12][C:13]2[CH:18]=[CH:17][C:16]([CH2:19][CH:20]([NH:29][C:30]([O:32][C:33]([CH3:36])([CH3:35])[CH3:34])=[O:31])[C:21]([N:23]3[CH2:28][CH2:27][O:26][CH2:25][CH2:24]3)=[O:22])=[CH:15][CH:14]=2)=[CH:8][CH:7]=1.[OH-].[Li+]. Product: [C:33]([O:32][C:30]([NH:29][CH:20]([C:21]([N:23]1[CH2:24][CH2:25][O:26][CH2:27][CH2:28]1)=[O:22])[CH2:19][C:16]1[CH:15]=[CH:14][C:13]([O:12][C:9]2[CH:10]=[CH:11][C:6]([CH2:5][CH2:4][C:3]([OH:37])=[O:2])=[CH:7][CH:8]=2)=[CH:18][CH:17]=1)=[O:31])([CH3:36])([CH3:34])[CH3:35]. The catalyst class is: 20. (2) Reactant: CO[CH:3]1[O:9][C@H:8]([CH3:10])[C@@H:6]([OH:7])[C@H:4]1[OH:5].[C:11]([O-:14])(=[O:13])[CH3:12].[Na+].[C:16](OC(=O)C)(=[O:18])[CH3:17].[CH2:23]([O:27]CCCC)[CH2:24]CC.N1C=CC=CC=1.S(=O)(=O)(O)O.C(=O)(O)[O-].[Na+]. Product: [C:11]([O:14][CH:3]1[O:9][C@H:8]([CH3:10])[C@@H:6]([O:7][C:23](=[O:27])[CH3:24])[C@H:4]1[O:5][C:16](=[O:18])[CH3:17])(=[O:13])[CH3:12]. The catalyst class is: 194. (3) Reactant: [C:1]([O:5][C:6]([NH:8][C@@H:9]1[C:23](=[O:24])[N:22]2[CH2:25][C@H:26]([OH:28])[CH2:27][C@H:21]2[C:20](=[O:29])[NH:19][C@:18]2([C:31]([OH:33])=[O:32])[CH2:30][C@H:17]2[CH2:16][C:15]([F:35])([F:34])[CH2:14][CH2:13][CH2:12][CH2:11][CH2:10]1)=[O:7])([CH3:4])([CH3:3])[CH3:2].Cl[C:37]1[C:46]([CH2:47][CH3:48])=[N:45][C:44]2[C:39](=[CH:40][CH:41]=[CH:42][CH:43]=2)[N:38]=1.CCC([O-])(C)C.[Na+].Cl. Product: [C:1]([O:5][C:6]([NH:8][C@@H:9]1[C:23](=[O:24])[N:22]2[CH2:25][C@H:26]([O:28][C:37]3[C:46]([CH2:47][CH3:48])=[N:45][C:44]4[C:39](=[CH:40][CH:41]=[CH:42][CH:43]=4)[N:38]=3)[CH2:27][C@H:21]2[C:20](=[O:29])[NH:19][C@:18]2([C:31]([OH:33])=[O:32])[CH2:30][C@H:17]2[CH2:16][C:15]([F:35])([F:34])[CH2:14][CH2:13][CH2:12][CH2:11][CH2:10]1)=[O:7])([CH3:4])([CH3:2])[CH3:3]. The catalyst class is: 3. (4) Reactant: C([N:4]([S:26]([CH3:29])(=[O:28])=[O:27])[N:5]1[C:14](=[O:15])[C:13]2[C:8](=[CH:9][C:10]([C:21]([F:24])([F:23])[F:22])=[C:11]([CH2:16][NH:17]C(=O)C)[CH:12]=2)[NH:7][C:6]1=[O:25])(=O)C. Product: [NH2:17][CH2:16][C:11]1[CH:12]=[C:13]2[C:8](=[CH:9][C:10]=1[C:21]([F:23])([F:24])[F:22])[NH:7][C:6](=[O:25])[N:5]([NH:4][S:26]([CH3:29])(=[O:27])=[O:28])[C:14]2=[O:15]. The catalyst class is: 33. (5) Product: [CH:1]1[C:13]2[CH:12]([CH2:14][O:15][C:16]([N:18]3[C@H:25]4[C@H:21]([N:22]([C:27]([O:29][C:30]([CH3:33])([CH3:32])[CH3:31])=[O:28])[CH2:23][C:24]4=[O:26])[CH2:20][CH2:19]3)=[O:17])[C:11]3[C:6](=[CH:7][CH:8]=[CH:9][CH:10]=3)[C:5]=2[CH:4]=[CH:3][CH:2]=1. The catalyst class is: 4. Reactant: [CH:1]1[C:13]2[CH:12]([CH2:14][O:15][C:16]([N:18]3[C@H:25]4[C@H:21]([N:22]([C:27]([O:29][C:30]([CH3:33])([CH3:32])[CH3:31])=[O:28])[CH2:23][C@@H:24]4[OH:26])[CH2:20][CH2:19]3)=[O:17])[C:11]3[C:6](=[CH:7][CH:8]=[CH:9][CH:10]=3)[C:5]=2[CH:4]=[CH:3][CH:2]=1.CC(OI1(OC(C)=O)(OC(C)=O)OC(=O)C2C=CC=CC1=2)=O. (6) Reactant: [CH:1]([N:4]1[C:10]2[CH:11]=[C:12]([N+:15]([O-])=O)[CH:13]=[CH:14][C:9]=2[C:8](=[O:18])[NH:7][CH2:6][CH2:5]1)([CH3:3])[CH3:2].C(O)C.C(Cl)Cl. Product: [NH2:15][C:12]1[CH:13]=[CH:14][C:9]2[C:8](=[O:18])[NH:7][CH2:6][CH2:5][N:4]([CH:1]([CH3:2])[CH3:3])[C:10]=2[CH:11]=1. The catalyst class is: 43. (7) Product: [CH:18]1([C@H:23]([C:25]2[O:26][C:27]([C:30]3[C:31]4[CH:38]=[CH:37][NH:36][C:32]=4[N:33]=[CH:34][N:35]=3)=[CH:28][N:29]=2)[CH2:9][C:7]#[N:8])[CH2:22][CH2:21][CH2:20][CH2:19]1. Reactant: CC(C)([O-])C.[K+].[C:7]([CH2:9]P(=O)(OCC)OCC)#[N:8].[CH:18]1([C:23]([C:25]2[O:26][C:27]([C:30]3[C:31]4[CH:38]=[CH:37][N:36](COCC[Si](C)(C)C)[C:32]=4[N:33]=[CH:34][N:35]=3)=[CH:28][N:29]=2)=O)[CH2:22][CH2:21][CH2:20][CH2:19]1. The catalyst class is: 1. (8) Reactant: [C:1]([C:3]1[CH:4]=[C:5]([CH:9]=[CH:10][C:11]=1[O:12][CH2:13][CH:14]([CH3:16])[CH3:15])[C:6]([NH2:8])=[S:7])#[N:2].[CH2:17]([O:19][C:20](=[O:26])[CH:21](Cl)[C:22]([CH3:24])=O)[CH3:18]. Product: [CH2:17]([O:19][C:20]([C:21]1[S:7][C:6]([C:5]2[CH:9]=[CH:10][C:11]([O:12][CH2:13][CH:14]([CH3:16])[CH3:15])=[C:3]([C:1]#[N:2])[CH:4]=2)=[N:8][C:22]=1[CH3:24])=[O:26])[CH3:18]. The catalyst class is: 8.